From a dataset of Reaction yield outcomes from USPTO patents with 853,638 reactions. Predict the reaction yield, written as a fraction of the theoretical maximum amount of product (1.0 means a 100% yield; for example, 0.34 means a 34% yield). (1) The reactants are [F:1][C:2]([F:7])([F:6])[C:3]([OH:5])=[O:4].F[C:9](F)(F)[C:10]([OH:12])=O.[Cl:15][C:16]1[CH:17]=[N:18][C:19]2[NH:20][C:21]3[CH:22]=[CH:23][CH:24]=[C:25]([CH:37]=3)[NH:26][CH2:27][C:28]3[CH:36]=[C:32]([NH:33][C:34]=1[N:35]=2)[CH:31]=[CH:30][CH:29]=3.N1C=CC=CC=1.C(OC(=O)C)(=O)C. The catalyst is C(#N)C. The product is [F:1][C:2]([F:7])([F:6])[C:3]([OH:5])=[O:4].[C:10]([N:26]1[C:25]2[CH:37]=[C:21]([CH:22]=[CH:23][CH:24]=2)[NH:20][C:19]2=[N:35][C:34](=[C:16]([Cl:15])[CH:17]=[N:18]2)[NH:33][C:32]2=[CH:36][C:28](=[CH:29][CH:30]=[CH:31]2)[CH2:27]1)(=[O:12])[CH3:9]. The yield is 0.580. (2) The reactants are [I:1][C:2]1[CH:7]=[CH:6][NH:5][C:4](=[O:8])[CH:3]=1.[C:9]([O-])([O-])=O.[K+].[K+].IC.O. The catalyst is CN(C=O)C.CCOC(C)=O. The product is [I:1][C:2]1[CH:7]=[CH:6][N:5]([CH3:9])[C:4](=[O:8])[CH:3]=1. The yield is 0.530.